Task: Predict the reaction yield, written as a fraction of the theoretical maximum amount of product (1.0 means a 100% yield; for example, 0.34 means a 34% yield).. Dataset: Reaction yield outcomes from USPTO patents with 853,638 reactions (1) The reactants are [CH2:1]1[C:5]2([O:10][CH2:9][CH2:8][CH2:7][O:6]2)[CH2:4][C@@H:3]([C:11]2[NH:12][CH:13]=[C:14]([C:16]3[CH:21]=[CH:20][C:19]([C:22]4[CH:27]=[CH:26][C:25]([C:28]5[N:29]=[C:30]([C@@H:33]6[CH2:37][CH2:36][CH2:35][N:34]6[C:38]([C@@H:40]([NH:44][C:45](=[O:48])[O:46][CH3:47])[CH:41]([CH3:43])[CH3:42])=[O:39])[NH:31][CH:32]=5)=[CH:24][CH:23]=4)=[CH:18][CH:17]=3)[N:15]=2)[NH:2]1.[CH3:49][O:50][C:51]([NH:53][C@H:54]([C:58](O)=[O:59])[CH:55]([CH3:57])[CH3:56])=[O:52].CN(C(ON1N=NC2C=CC=NC1=2)=[N+](C)C)C.F[P-](F)(F)(F)(F)F. No catalyst specified. The product is [CH3:42][CH:41]([CH3:43])[C@H:40]([NH:44][C:45](=[O:48])[O:46][CH3:47])[C:38]([N:34]1[CH2:35][CH2:36][CH2:37][C@H:33]1[C:30]1[NH:31][CH:32]=[C:28]([C:25]2[CH:26]=[CH:27][C:22]([C:19]3[CH:18]=[CH:17][C:16]([C:14]4[N:15]=[C:11]([C@@H:3]5[CH2:4][C:5]6([O:10][CH2:9][CH2:8][CH2:7][O:6]6)[CH2:1][N:2]5[C:58](=[O:59])[C@@H:54]([NH:53][C:51]([O:50][CH3:49])=[O:52])[CH:55]([CH3:57])[CH3:56])[NH:12][CH:13]=4)=[CH:21][CH:20]=3)=[CH:23][CH:24]=2)[N:29]=1)=[O:39]. The yield is 0.530. (2) The reactants are [CH3:1][O:2][C:3](=[O:17])[C:4]1[CH:9]=[CH:8][C:7]([O:10][CH2:11][CH2:12][CH2:13][Cl:14])=[C:6]([O:15][CH3:16])[CH:5]=1.C(OC(=O)C)(=O)C.[N+:25]([O-])([OH:27])=[O:26]. The catalyst is C(O)(=O)C.C(OCC)(=O)C. The product is [CH3:1][O:2][C:3](=[O:17])[C:4]1[CH:5]=[C:6]([O:15][CH3:16])[C:7]([O:10][CH2:11][CH2:12][CH2:13][Cl:14])=[CH:8][C:9]=1[N+:25]([O-:27])=[O:26]. The yield is 0.940. (3) The reactants are Cl[C:2]1[N:7]=[C:6]([S:8][C:9]2[CH:14]=[CH:13][C:12]([NH:15][C:16](=[O:19])[CH:17]=[CH2:18])=[CH:11][CH:10]=2)[CH:5]=[CH:4][N:3]=1.[O:20]1[CH2:25][CH2:24][N:23]([C:26]2[CH:32]=[CH:31][C:29]([NH2:30])=[CH:28][CH:27]=2)[CH2:22][CH2:21]1. No catalyst specified. The product is [O:20]1[CH2:21][CH2:22][N:23]([C:26]2[CH:27]=[CH:28][C:29]([NH:30][C:2]3[N:7]=[C:6]([S:8][C:9]4[CH:14]=[CH:13][C:12]([NH:15][C:16](=[O:19])[CH:17]=[CH2:18])=[CH:11][CH:10]=4)[CH:5]=[CH:4][N:3]=3)=[CH:31][CH:32]=2)[CH2:24][CH2:25]1. The yield is 0.540. (4) The reactants are [ClH:1].[CH3:2][C:3]1[CH:4]=[C:5](OS(C2C=CC=CC=2S(N2CCN(C3C=CC=CC=3)CC2)(=O)=O)(=O)=O)[CH:6]=[C:7]([CH:17]=1)[O:8][CH2:9][CH2:10][CH2:11][O:12][NH:13][C:14]([NH2:16])=[NH:15].C(OC(N(OCCCOC1C=C(C)C=C([O:73][S:74]([C:77]2[CH:82]=[CH:81][CH:80]=[CH:79][C:78]=2[S:83]([N:86]2[CH2:91][CH2:90][N:89]([C:92]3[CH:97]=[CH:96][CH:95]=[CH:94][CH:93]=3)[CH2:88][CH2:87]2)(=[O:85])=[O:84])(=[O:76])=[O:75])C=1)C(NC(OC(C)(C)C)=O)=N)=O)(C)(C)C.C(C(=CC1C=CC(O)=CC=1)C(O)=O)#N. No catalyst specified. The product is [ClH:1].[CH3:2][C:3]1[CH:4]=[CH:5][CH:6]=[C:7]([CH:17]=1)[O:8][CH2:9][CH2:10][CH2:11][O:12][NH:13][C:14]([NH:16][O:73][S:74]([C:77]1[CH:82]=[CH:81][CH:80]=[CH:79][C:78]=1[S:83]([N:86]1[CH2:87][CH2:88][N:89]([C:92]2[CH:97]=[CH:96][CH:95]=[CH:94][CH:93]=2)[CH2:90][CH2:91]1)(=[O:85])=[O:84])(=[O:75])=[O:76])=[NH:15]. The yield is 1.00. (5) The reactants are [CH3:1][C:2]1[O:6][N:5]=[C:4]([C:7]2[CH:12]=[CH:11][CH:10]=[CH:9][CH:8]=2)[C:3]=1[C:13]([NH:15][NH2:16])=[O:14].[C:17]([O:28][CH3:29])(=[O:27])[C:18]1[CH:26]=[CH:25][C:21]([C:22]([O-])=O)=[CH:20][CH:19]=1. No catalyst specified. The product is [CH3:29][O:28][C:17](=[O:27])[C:18]1[CH:26]=[CH:25][C:21]([C:22]2[O:14][C:13]([C:3]3[C:4]([C:7]4[CH:12]=[CH:11][CH:10]=[CH:9][CH:8]=4)=[N:5][O:6][C:2]=3[CH3:1])=[N:15][N:16]=2)=[CH:20][CH:19]=1. The yield is 0.600.